Dataset: Reaction yield outcomes from USPTO patents with 853,638 reactions. Task: Predict the reaction yield, written as a fraction of the theoretical maximum amount of product (1.0 means a 100% yield; for example, 0.34 means a 34% yield). The reactants are [CH3:1][C:2]1[C:3]([C:23]2[CH:28]=[CH:27][CH:26]=[CH:25][CH:24]=2)=[C:4]([O:14][C:15]2[CH:22]=[CH:21][C:18](C=O)=[CH:17][CH:16]=2)[C:5]2[C:10]([CH:11]=1)=[CH:9][C:8]([O:12][CH3:13])=[CH:7][CH:6]=2.OO.C([O-])(O)=[O:32].[Na+]. The catalyst is CO.OS(O)(=O)=O.CCOC(C)=O. The product is [CH3:1][C:2]1[C:3]([C:23]2[CH:24]=[CH:25][CH:26]=[CH:27][CH:28]=2)=[C:4]([O:14][C:15]2[CH:16]=[CH:17][C:18]([OH:32])=[CH:21][CH:22]=2)[C:5]2[C:10]([CH:11]=1)=[CH:9][C:8]([O:12][CH3:13])=[CH:7][CH:6]=2. The yield is 0.800.